This data is from Catalyst prediction with 721,799 reactions and 888 catalyst types from USPTO. The task is: Predict which catalyst facilitates the given reaction. (1) Product: [CH3:1][CH2:2][C@H:3]([C@H:11]([CH2:13][N:14]([CH3:16])[CH3:15])[CH3:12])[C:4]1[CH:5]=[CH:6][CH:7]=[C:8]([OH:10])[CH:9]=1.[C:17]([O-:26])(=[O:25])[C:18]1[C:19](=[CH:21][CH:22]=[CH:23][CH:24]=1)[OH:20]. Reactant: [CH3:1][CH2:2][C@H:3]([C@H:11]([CH2:13][N:14]([CH3:16])[CH3:15])[CH3:12])[C:4]1[CH:5]=[CH:6][CH:7]=[C:8]([OH:10])[CH:9]=1.[C:17]([OH:26])(=[O:25])[C:18]1[C:19](=[CH:21][CH:22]=[CH:23][CH:24]=1)[OH:20]. The catalyst class is: 10. (2) Reactant: [H-].[Na+].[C:3]([O:11][C:12]([CH3:15])([CH3:14])[CH3:13])(=[O:10])[CH2:4][C:5]([O:7][CH2:8][CH3:9])=[O:6].Cl[C:17]1[CH:22]=[CH:21][C:20]([N+:23]([O-:25])=[O:24])=[CH:19][N:18]=1. Product: [N+:23]([C:20]1[CH:21]=[CH:22][C:17]([CH:4]([C:5]([O:7][CH2:8][CH3:9])=[O:6])[C:3]([O:11][C:12]([CH3:14])([CH3:13])[CH3:15])=[O:10])=[N:18][CH:19]=1)([O-:25])=[O:24]. The catalyst class is: 3. (3) Reactant: [Br:1][C:2]1[CH:11]=[CH:10][C:5]([C:6]([O:8]C)=[O:7])=[CH:4][C:3]=1[O:12][CH2:13][CH3:14].[Li+].[OH-].CO. Product: [Br:1][C:2]1[CH:11]=[CH:10][C:5]([C:6]([OH:8])=[O:7])=[CH:4][C:3]=1[O:12][CH2:13][CH3:14]. The catalyst class is: 20. (4) Reactant: O.O.O.[CH3:4][C@H:5]1[N:10]([CH2:11][C:12]([F:15])([F:14])[F:13])[C:9](=[O:16])[C@@H:8]([NH:17][C:18]([C:20]2[CH:21]=[C:22]3[CH2:37][C@@:27]4([C:35]5[C:30](=[N:31][CH:32]=[CH:33][CH:34]=5)[NH:29][C:28]4=[O:36])[CH2:26][C:23]3=[N:24][CH:25]=2)=[O:19])[CH2:7][C@H:6]1[C:38]1[CH:43]=[CH:42][CH:41]=[CH:40][CH:39]=1.C(#N)C.C(#N)C.O. Product: [OH2:16].[C:9](#[N:10])[CH3:8].[CH3:4][C@H:5]1[N:10]([CH2:11][C:12]([F:15])([F:13])[F:14])[C:9](=[O:16])[C@@H:8]([NH:17][C:18]([C:20]2[CH:21]=[C:22]3[CH2:37][C@@:27]4([C:35]5[C:30](=[N:31][CH:32]=[CH:33][CH:34]=5)[NH:29][C:28]4=[O:36])[CH2:26][C:23]3=[N:24][CH:25]=2)=[O:19])[CH2:7][C@H:6]1[C:38]1[CH:39]=[CH:40][CH:41]=[CH:42][CH:43]=1. The catalyst class is: 6. (5) Product: [Cl:1][C:2]1[CH:9]=[C:8]([O:10][CH3:12])[CH:7]=[C:6]([Cl:11])[C:3]=1[CH:4]=[O:5]. Reactant: [Cl:1][C:2]1[CH:9]=[C:8]([OH:10])[CH:7]=[C:6]([Cl:11])[C:3]=1[CH:4]=[O:5].[C:12](=O)([O-])[O-].[K+].[K+].CI. The catalyst class is: 384. (6) Reactant: [O:1]1[C@H:3]([CH3:4])[CH2:2]1.[CH2:5]([Mg]Br)[CH2:6][CH2:7][CH:8]=[CH2:9].[NH4+].[Cl-]. Product: [CH3:4][C@@H:3]([OH:1])[CH2:2][CH2:9][CH2:8][CH2:7][CH:6]=[CH2:5]. The catalyst class is: 1. (7) Reactant: C[O:2][C:3]([C:5]1[N:6]=[CH:7][C:8]2[C:13]([CH:14]=1)=[CH:12][C:11]([F:15])=[CH:10][CH:9]=2)=O.[NH2:16][NH2:17]. Product: [F:15][C:11]1[CH:12]=[C:13]2[C:8](=[CH:9][CH:10]=1)[CH:7]=[N:6][C:5]([C:3]([NH:16][NH2:17])=[O:2])=[CH:14]2. The catalyst class is: 8.